Dataset: NCI-60 drug combinations with 297,098 pairs across 59 cell lines. Task: Regression. Given two drug SMILES strings and cell line genomic features, predict the synergy score measuring deviation from expected non-interaction effect. (1) Drug 1: CCN(CC)CCNC(=O)C1=C(NC(=C1C)C=C2C3=C(C=CC(=C3)F)NC2=O)C. Drug 2: CC(C)NC(=O)C1=CC=C(C=C1)CNNC.Cl. Cell line: ACHN. Synergy scores: CSS=-3.60, Synergy_ZIP=1.33, Synergy_Bliss=-1.11, Synergy_Loewe=-9.96, Synergy_HSA=-6.65. (2) Drug 1: CC1=C(C(=O)C2=C(C1=O)N3CC4C(C3(C2COC(=O)N)OC)N4)N. Drug 2: CC12CCC3C(C1CCC2OP(=O)(O)O)CCC4=C3C=CC(=C4)OC(=O)N(CCCl)CCCl.[Na+]. Cell line: M14. Synergy scores: CSS=54.4, Synergy_ZIP=4.57, Synergy_Bliss=5.68, Synergy_Loewe=-45.3, Synergy_HSA=4.88. (3) Synergy scores: CSS=34.2, Synergy_ZIP=-3.52, Synergy_Bliss=-2.85, Synergy_Loewe=-25.1, Synergy_HSA=1.99. Cell line: HCC-2998. Drug 2: CC1=C(C(=O)C2=C(C1=O)N3CC4C(C3(C2COC(=O)N)OC)N4)N. Drug 1: C1CC(=O)NC(=O)C1N2C(=O)C3=CC=CC=C3C2=O. (4) Drug 1: C1CN(CCN1C(=O)CCBr)C(=O)CCBr. Drug 2: CS(=O)(=O)OCCCCOS(=O)(=O)C. Cell line: SK-MEL-5. Synergy scores: CSS=35.6, Synergy_ZIP=-9.11, Synergy_Bliss=-3.62, Synergy_Loewe=-13.9, Synergy_HSA=-0.721. (5) Drug 1: CC1C(C(=O)NC(C(=O)N2CCCC2C(=O)N(CC(=O)N(C(C(=O)O1)C(C)C)C)C)C(C)C)NC(=O)C3=C4C(=C(C=C3)C)OC5=C(C(=O)C(=C(C5=N4)C(=O)NC6C(OC(=O)C(N(C(=O)CN(C(=O)C7CCCN7C(=O)C(NC6=O)C(C)C)C)C)C(C)C)C)N)C. Drug 2: C1CC(=O)NC(=O)C1N2C(=O)C3=CC=CC=C3C2=O. Cell line: SK-MEL-5. Synergy scores: CSS=34.7, Synergy_ZIP=-3.45, Synergy_Bliss=3.02, Synergy_Loewe=-69.4, Synergy_HSA=0.662.